From a dataset of Catalyst prediction with 721,799 reactions and 888 catalyst types from USPTO. Predict which catalyst facilitates the given reaction. (1) The catalyst class is: 3. Product: [Cl:21][C:22]([F:33])([F:32])[C:23]([NH:1][C:2]1[CH:7]=[N:6][C:5]([C:8]2[N:13]=[C:12]([OH:14])[CH:11]=[C:10]([C:15]([F:18])([F:17])[F:16])[N:9]=2)=[CH:4][CH:3]=1)=[O:24]. Reactant: [NH2:1][C:2]1[CH:3]=[CH:4][C:5]([C:8]2[N:13]=[C:12]([OH:14])[CH:11]=[C:10]([C:15]([F:18])([F:17])[F:16])[N:9]=2)=[N:6][CH:7]=1.[H-].[Na+].[Cl:21][C:22]([F:33])([F:32])[C:23](O[C:23](=[O:24])[C:22]([F:33])([F:32])[Cl:21])=[O:24]. (2) Reactant: Cl[C:2]1[N:7]=[C:6]([N:8]2[CH2:13][CH2:12][O:11][CH2:10][C@H:9]2[CH3:14])[CH:5]=[C:4]([C:15]2([S:18]([CH2:21][CH3:22])(=[O:20])=[O:19])[CH2:17][CH2:16]2)[N:3]=1.C(=O)([O-])[O-].[Na+].[Na+].[NH:29]1[C:37]2[C:32](=[C:33](B(O)O)[CH:34]=[CH:35][CH:36]=2)[CH:31]=[CH:30]1. Product: [CH2:21]([S:18]([C:15]1([C:4]2[CH:5]=[C:6]([N:8]3[CH2:13][CH2:12][O:11][CH2:10][C@H:9]3[CH3:14])[N:7]=[C:2]([C:33]3[CH:34]=[CH:35][CH:36]=[C:37]4[C:32]=3[CH:31]=[CH:30][NH:29]4)[N:3]=2)[CH2:17][CH2:16]1)(=[O:20])=[O:19])[CH3:22]. The catalyst class is: 600. (3) Reactant: [NH2:1][N:2]1[C:10]2[C:5](=[N:6][CH:7]=[C:8]([C:11]3[CH:12]=[N:13][N:14]([CH:16]4[CH2:21][CH2:20][N:19]([C:22]([O:24][C:25]([CH3:28])([CH3:27])[CH3:26])=[O:23])[CH2:18][CH2:17]4)[CH:15]=3)[CH:9]=2)[CH:4]=[CH:3]1.[Cl:29][C:30]1[C:37]([F:38])=[CH:36][CH:35]=[C:34]([Cl:39])[C:31]=1[CH:32]=O. Product: [Cl:29][C:30]1[C:37]([F:38])=[CH:36][CH:35]=[C:34]([Cl:39])[C:31]=1/[CH:32]=[N:1]/[N:2]1[C:10]2[C:5](=[N:6][CH:7]=[C:8]([C:11]3[CH:12]=[N:13][N:14]([CH:16]4[CH2:21][CH2:20][N:19]([C:22]([O:24][C:25]([CH3:28])([CH3:27])[CH3:26])=[O:23])[CH2:18][CH2:17]4)[CH:15]=3)[CH:9]=2)[CH:4]=[CH:3]1. The catalyst class is: 194. (4) Reactant: [C:1]([O:5][C:6](=[O:13])[NH:7][C:8]([CH3:12])([CH3:11])[CH:9]=O)([CH3:4])([CH3:3])[CH3:2].Cl.[CH3:15][O:16][C:17](=[O:20])[CH2:18][NH2:19].C([BH3-])#N.[Na+]. Product: [CH3:15][O:16][C:17](=[O:20])[CH2:18][NH:19][CH2:9][C:8]([NH:7][C:6]([O:5][C:1]([CH3:4])([CH3:3])[CH3:2])=[O:13])([CH3:12])[CH3:11]. The catalyst class is: 26. (5) Reactant: C([O:3][C:4](=[O:35])[CH2:5][C:6]1[N:7]=[C:8]([NH:11][C:12](=[O:34])[CH:13]([C:22]2[CH:27]=[CH:26][C:25]([S:28]([CH:31]3[CH2:33][CH2:32]3)(=[O:30])=[O:29])=[CH:24][CH:23]=2)[O:14][C:15]2[CH:20]=[CH:19][C:18]([F:21])=[CH:17][CH:16]=2)[S:9][CH:10]=1)C.[Li+].[OH-].O.Cl. Product: [CH:31]1([S:28]([C:25]2[CH:24]=[CH:23][C:22]([CH:13]([O:14][C:15]3[CH:16]=[CH:17][C:18]([F:21])=[CH:19][CH:20]=3)[C:12]([NH:11][C:8]3[S:9][CH:10]=[C:6]([CH2:5][C:4]([OH:35])=[O:3])[N:7]=3)=[O:34])=[CH:27][CH:26]=2)(=[O:30])=[O:29])[CH2:32][CH2:33]1. The catalyst class is: 76. (6) Reactant: [O:1]1[CH2:15][CH:2]1[CH2:3][N:4]1[C:8](=[O:9])[C:7]2=[CH:10][CH:11]=[CH:12][CH:13]=[C:6]2[C:5]1=[O:14].[N-:16]=[N+:17]=[N-:18].[Na+].[Cl-].[NH4+]. Product: [N:16]([CH2:15][CH:2]([OH:1])[CH2:3][N:4]1[C:8](=[O:9])[C:7]2=[CH:10][CH:11]=[CH:12][CH:13]=[C:6]2[C:5]1=[O:14])=[N+:17]=[N-:18]. The catalyst class is: 3. (7) Product: [CH:6]1([CH2:5][C@H:2]([NH:1][C:41]([C:39]2[CH:38]=[CH:37][C:30]3[N:31]([CH:32]([CH2:33][CH3:34])[CH2:35][CH3:36])[C:27]([CH2:26][CH:21]4[CH2:25][CH2:24][CH2:23][CH2:22]4)=[N:28][C:29]=3[CH:40]=2)=[O:42])[CH2:3][OH:4])[CH2:11][CH2:10][CH2:9][CH2:8][CH2:7]1. Reactant: [NH2:1][C@@H:2]([CH2:5][CH:6]1[CH2:11][CH2:10][CH2:9][CH2:8][CH2:7]1)[CH2:3][OH:4].CCN(C(C)C)C(C)C.[CH:21]1([CH2:26][C:27]2[N:31]([CH:32]([CH2:35][CH3:36])[CH2:33][CH3:34])[C:30]3[CH:37]=[CH:38][C:39]([C:41](Cl)=[O:42])=[CH:40][C:29]=3[N:28]=2)[CH2:25][CH2:24][CH2:23][CH2:22]1. The catalyst class is: 1. (8) Reactant: [C:1]([O:5][C:6](=[O:17])[C:7]1[CH:12]=[CH:11][C:10]([CH:13]=[N:14][OH:15])=[CH:9][C:8]=1[CH3:16])([CH3:4])([CH3:3])[CH3:2].ClN1C(=O)CCC1=O.[Cl:26][C:27]1[CH:32]=[C:31]([C:33]([C:35]([F:38])([F:37])[F:36])=[CH2:34])[CH:30]=[C:29]([Cl:39])[CH:28]=1.C(N(CC)CC)C. Product: [C:1]([O:5][C:6](=[O:17])[C:7]1[CH:12]=[CH:11][C:10]([C:13]2[CH2:34][C:33]([C:31]3[CH:30]=[C:29]([Cl:39])[CH:28]=[C:27]([Cl:26])[CH:32]=3)([C:35]([F:36])([F:38])[F:37])[O:15][N:14]=2)=[CH:9][C:8]=1[CH3:16])([CH3:4])([CH3:3])[CH3:2]. The catalyst class is: 288.